This data is from Peptide-MHC class I binding affinity with 185,985 pairs from IEDB/IMGT. The task is: Regression. Given a peptide amino acid sequence and an MHC pseudo amino acid sequence, predict their binding affinity value. This is MHC class I binding data. (1) The peptide sequence is RVRQAWDTL. The MHC is HLA-B15:01 with pseudo-sequence HLA-B15:01. The binding affinity (normalized) is 0.277. (2) The peptide sequence is FQYYGIDWV. The MHC is HLA-A02:06 with pseudo-sequence HLA-A02:06. The binding affinity (normalized) is 1.00. (3) The peptide sequence is YQLAVTITAI. The MHC is HLA-B15:01 with pseudo-sequence HLA-B15:01. The binding affinity (normalized) is 0.741.